This data is from Reaction yield outcomes from USPTO patents with 853,638 reactions. The task is: Predict the reaction yield, written as a fraction of the theoretical maximum amount of product (1.0 means a 100% yield; for example, 0.34 means a 34% yield). (1) The reactants are [NH2:1][C:2]1[CH:3]=[C:4]([CH:22]=[CH:23][CH:24]=1)[C:5]([NH:7][CH2:8][CH:9]([OH:21])[CH2:10][N:11]1[CH2:20][CH2:19][C:18]2[C:13](=[CH:14][CH:15]=[CH:16][CH:17]=2)[CH2:12]1)=[O:6].[CH3:25][C:26]1([CH3:33])[CH2:31][C:30](=O)[CH2:29][CH2:28][O:27]1.CC(O)=O.[BH3-]C#N.[Na+]. The catalyst is CO. The product is [CH2:12]1[C:13]2[C:18](=[CH:17][CH:16]=[CH:15][CH:14]=2)[CH2:19][CH2:20][N:11]1[CH2:10][CH:9]([OH:21])[CH2:8][NH:7][C:5](=[O:6])[C:4]1[CH:22]=[CH:23][CH:24]=[C:2]([NH:1][CH:30]2[CH2:29][CH2:28][O:27][C:26]([CH3:33])([CH3:25])[CH2:31]2)[CH:3]=1. The yield is 0.0310. (2) The reactants are [C:1]([O:5][C:6]([NH:8][CH2:9][C:10]1[CH:11]=[CH:12][C:13]([N+:19]([O-])=O)=[C:14]([CH:18]=1)[C:15]([OH:17])=[O:16])=[O:7])([CH3:4])([CH3:3])[CH3:2]. The catalyst is CO.CCOCC.[Pd]. The product is [NH2:19][C:13]1[CH:12]=[CH:11][C:10]([CH2:9][NH:8][C:6]([O:5][C:1]([CH3:4])([CH3:3])[CH3:2])=[O:7])=[CH:18][C:14]=1[C:15]([OH:17])=[O:16]. The yield is 0.490. (3) The reactants are Cl.[O:2]=[C:3]1[CH2:8][CH2:7][NH:6][CH2:5][CH:4]1[C:9]([O:11][CH3:12])=[O:10].CCN(CC)CC.[S:20](Cl)([CH3:23])(=[O:22])=[O:21]. The catalyst is C(Cl)Cl.CCOC(C)=O. The product is [CH3:23][S:20]([N:6]1[CH2:7][CH2:8][C:3](=[O:2])[CH:4]([C:9]([O:11][CH3:12])=[O:10])[CH2:5]1)(=[O:22])=[O:21]. The yield is 0.230.